From a dataset of Forward reaction prediction with 1.9M reactions from USPTO patents (1976-2016). Predict the product of the given reaction. Given the reactants Cl[CH2:2][C:3]1[CH:4]=[C:5]([CH:30]=[CH:31][CH:32]=1)[C:6]([NH:8][CH2:9][C:10]1[C:11]([NH:23][CH:24]2[CH2:29][CH2:28][O:27][CH2:26][CH2:25]2)=[C:12]2[CH:20]=[N:19][N:18]([CH2:21][CH3:22])[C:13]2=[N:14][C:15]=1[CH2:16][CH3:17])=[O:7].[Br:33][C:34]1[CH:35]=[C:36]([CH2:41][NH:42][CH3:43])[CH:37]=[CH:38][C:39]=1[F:40].CCOC(C)=O, predict the reaction product. The product is: [Br:33][C:34]1[CH:35]=[C:36]([CH2:41][N:42]([CH2:2][C:3]2[CH:4]=[C:5]([CH:30]=[CH:31][CH:32]=2)[C:6]([NH:8][CH2:9][C:10]2[C:11]([NH:23][CH:24]3[CH2:29][CH2:28][O:27][CH2:26][CH2:25]3)=[C:12]3[CH:20]=[N:19][N:18]([CH2:21][CH3:22])[C:13]3=[N:14][C:15]=2[CH2:16][CH3:17])=[O:7])[CH3:43])[CH:37]=[CH:38][C:39]=1[F:40].